Dataset: Peptide-MHC class II binding affinity with 134,281 pairs from IEDB. Task: Regression. Given a peptide amino acid sequence and an MHC pseudo amino acid sequence, predict their binding affinity value. This is MHC class II binding data. (1) The peptide sequence is NVFDEVIPTAFTVGK. The MHC is DRB1_1501 with pseudo-sequence DRB1_1501. The binding affinity (normalized) is 0.241. (2) The peptide sequence is FWDGMDYEEYKSKNLQDM. The MHC is DRB1_0101 with pseudo-sequence DRB1_0101. The binding affinity (normalized) is 0. (3) The peptide sequence is ALRVIAGALEVHAVK. The MHC is HLA-DQA10102-DQB10502 with pseudo-sequence HLA-DQA10102-DQB10502. The binding affinity (normalized) is 0.245. (4) The peptide sequence is MSSKFPELGMNASHC. The MHC is DRB1_1001 with pseudo-sequence DRB1_1001. The binding affinity (normalized) is 0.359. (5) The binding affinity (normalized) is 0.0302. The peptide sequence is PKFENIAEGLR. The MHC is HLA-DQA10301-DQB10302 with pseudo-sequence HLA-DQA10301-DQB10302.